Dataset: Full USPTO retrosynthesis dataset with 1.9M reactions from patents (1976-2016). Task: Predict the reactants needed to synthesize the given product. (1) Given the product [CH2:24]([O:25][C:26](=[O:27])[NH:1][CH2:2][C:3]1[CH:8]=[N:7][CH:6]=[C:5]([C:9]2[NH:10][C:11]3[C:16]([C:17]=2[C:18]#[N:19])=[CH:15][CH:14]=[C:13]([Cl:20])[CH:12]=3)[CH:4]=1)[CH2:23][CH3:22], predict the reactants needed to synthesize it. The reactants are: [NH2:1][CH2:2][C:3]1[CH:4]=[C:5]([C:9]2[N:10](C)[C:11]3[C:16]([C:17]=2[C:18]#[N:19])=[CH:15][CH:14]=[C:13]([Cl:20])[CH:12]=3)[CH:6]=[N:7][CH:8]=1.[CH3:22][CH2:23][CH2:24][O:25][C:26](Cl)=[O:27]. (2) Given the product [C:20]1([CH3:23])[CH:21]=[CH:22][C:17]([C:2]#[C:1][C:3]2[CH:15]=[CH:14][C:6]([O:7][CH2:8][C:9]([O:11][CH2:12][CH3:13])=[O:10])=[CH:5][CH:4]=2)=[CH:18][CH:19]=1, predict the reactants needed to synthesize it. The reactants are: [C:1]([C:3]1[CH:15]=[CH:14][C:6]([O:7][CH2:8][C:9]([O:11][CH2:12][CH3:13])=[O:10])=[CH:5][CH:4]=1)#[CH:2].I[C:17]1[CH:22]=[CH:21][C:20]([CH3:23])=[CH:19][CH:18]=1. (3) Given the product [C:15]1([C:9]2[CH:10]=[CH:11][CH:12]=[CH:13][CH:14]=2)[CH:16]=[CH:17][C:18]([CH2:19][O:20][C:2]2[CH:7]=[N:6][CH:5]=[C:4]([Cl:8])[N:3]=2)=[CH:21][CH:22]=1, predict the reactants needed to synthesize it. The reactants are: Cl[C:2]1[CH:7]=[N:6][CH:5]=[C:4]([Cl:8])[N:3]=1.[C:9]1([C:15]2[CH:22]=[CH:21][C:18]([CH2:19][OH:20])=[CH:17][CH:16]=2)[CH:14]=[CH:13][CH:12]=[CH:11][CH:10]=1.[H-].[Na+]. (4) Given the product [CH2:12]([NH:11][C:7](=[N:8][OH:9])[C:3]1[C:2]([NH:1][C:20](=[O:27])[C:21]2[CH:26]=[CH:25][CH:24]=[CH:23][CH:22]=2)=[N:6][O:5][N:4]=1)[C:13]1[CH:14]=[CH:15][CH:16]=[CH:17][CH:18]=1, predict the reactants needed to synthesize it. The reactants are: [NH2:1][C:2]1[C:3]([C:7]2[N:11]([CH2:12][C:13]3[CH:18]=[CH:17][CH:16]=[CH:15][CH:14]=3)C(=O)[O:9][N:8]=2)=[N:4][O:5][N:6]=1.[C:20](Cl)(=[O:27])[C:21]1[CH:26]=[CH:25][CH:24]=[CH:23][CH:22]=1. (5) The reactants are: C(OC([N:8](COCC[Si](C)(C)C)[C:9]1[S:10][C@:11]2([C:34]([O:36][CH3:37])=[O:35])[C@H:13]([C@:14]([C:17]3[C:18]([F:33])=[N:19][CH:20]=[C:21]([NH:23][C:24](=[O:32])[C:25]4[CH:30]=[CH:29][C:28]([Cl:31])=[CH:27][N:26]=4)[CH:22]=3)([CH3:16])[N:15]=1)[CH2:12]2)=O)(C)(C)C.S(=O)(=O)(O)O.CCOC(C)=O. Given the product [NH2:8][C:9]1[S:10][C@:11]2([C:34]([O:36][CH3:37])=[O:35])[C@H:13]([C@:14]([C:17]3[C:18]([F:33])=[N:19][CH:20]=[C:21]([NH:23][C:24](=[O:32])[C:25]4[CH:30]=[CH:29][C:28]([Cl:31])=[CH:27][N:26]=4)[CH:22]=3)([CH3:16])[N:15]=1)[CH2:12]2, predict the reactants needed to synthesize it. (6) Given the product [N:1]1([CH2:5][CH2:6][N:7]2[CH:11]=[C:10]([C:12]3[CH:17]=[CH:16][N:15]=[C:14]([C:18]([F:21])([F:19])[F:20])[CH:13]=3)[N:9]=[C:8]2[CH:22]2[CH2:23][CH2:24][N:25]([C:29]3[N:34]=[CH:33][N:32]=[C:31]([NH2:35])[C:30]=3[CH:36]([CH3:38])[CH3:37])[CH2:26][CH2:27]2)[CH2:2][CH2:3][CH2:4]1, predict the reactants needed to synthesize it. The reactants are: [N:1]1([CH2:5][CH2:6][N:7]2[CH:11]=[C:10]([C:12]3[CH:17]=[CH:16][N:15]=[C:14]([C:18]([F:21])([F:20])[F:19])[CH:13]=3)[N:9]=[C:8]2[CH:22]2[CH2:27][CH2:26][NH:25][CH2:24][CH2:23]2)[CH2:4][CH2:3][CH2:2]1.Cl[C:29]1[N:34]=[CH:33][N:32]=[C:31]([NH2:35])[C:30]=1[CH:36]([CH3:38])[CH3:37]. (7) Given the product [Br:1][C:2]1[CH:3]=[CH:4][C:5]([C:9]([NH:15][CH:12]([CH3:14])[CH3:13])=[O:11])=[N:6][C:7]=1[CH3:8], predict the reactants needed to synthesize it. The reactants are: [Br:1][C:2]1[CH:3]=[CH:4][C:5]([C:9]([OH:11])=O)=[N:6][C:7]=1[CH3:8].[CH:12]([NH2:15])([CH3:14])[CH3:13].C(N(CC)C(C)C)(C)C.CN(C(ON1N=NC2C=CC=NC1=2)=[N+](C)C)C.F[P-](F)(F)(F)(F)F.C(NC(C)C)(C)C. (8) The reactants are: [NH2:1][CH2:2][CH2:3][C:4]1[CH:9]=[CH:8][CH:7]=[CH:6][N:5]=1.[CH3:10][O:11][C:12]([C:14]1[CH:15]=[C:16]([CH3:36])[C:17]2[O:23][C:22]3[C:24]([Cl:32])=[CH:25][C:26]([NH:28][CH2:29][CH2:30]Cl)=[CH:27][C:21]=3[CH2:20][S:19](=[O:34])(=[O:33])[C:18]=2[CH:35]=1)=[O:13]. Given the product [CH3:10][O:11][C:12]([C:14]1[CH:15]=[C:16]([CH3:36])[C:17]2[O:23][C:22]3[C:24]([Cl:32])=[CH:25][C:26]([NH:28][CH2:29][CH2:30][NH:1][CH2:2][CH2:3][C:4]4[CH:9]=[CH:8][CH:7]=[CH:6][N:5]=4)=[CH:27][C:21]=3[CH2:20][S:19](=[O:33])(=[O:34])[C:18]=2[CH:35]=1)=[O:13], predict the reactants needed to synthesize it. (9) Given the product [F:16][C:15]([F:18])([F:17])[S:12]([O-:14])(=[O:13])=[O:11].[CH2:1]([N+:5]1([CH3:10])[CH2:9][CH2:8][CH2:7][CH2:6]1)[CH2:2][CH2:3][CH3:4], predict the reactants needed to synthesize it. The reactants are: [CH2:1]([N:5]1[CH2:9][CH2:8][CH2:7][CH2:6]1)[CH2:2][CH2:3][CH3:4].[CH3:10][O:11][S:12]([C:15]([F:18])([F:17])[F:16])(=[O:14])=[O:13].